Dataset: Peptide-MHC class II binding affinity with 134,281 pairs from IEDB. Task: Regression. Given a peptide amino acid sequence and an MHC pseudo amino acid sequence, predict their binding affinity value. This is MHC class II binding data. (1) The peptide sequence is AFKVAATAANAAPAG. The MHC is DRB1_0701 with pseudo-sequence DRB1_0701. The binding affinity (normalized) is 0.806. (2) The peptide sequence is VYQFKSVEFDMSHLN. The MHC is DRB1_0101 with pseudo-sequence DRB1_0101. The binding affinity (normalized) is 0.149.